Dataset: Forward reaction prediction with 1.9M reactions from USPTO patents (1976-2016). Task: Predict the product of the given reaction. (1) Given the reactants Br[CH2:2][C:3]1[N:7]([CH3:8])[N:6]=[C:5]([N+:9]([O-:11])=[O:10])[CH:4]=1.[NH:12]1[CH2:15][CH2:14][CH2:13]1.C(N(C(C)C)CC)(C)C, predict the reaction product. The product is: [N:12]1([CH2:2][C:3]2[N:7]([CH3:8])[N:6]=[C:5]([N+:9]([O-:11])=[O:10])[CH:4]=2)[CH2:15][CH2:14][CH2:13]1. (2) Given the reactants [CH3:1][O:2][N:3]1[CH2:9][CH2:8][N:7]2[C:10](=[O:23])[CH:11]([C:14]3[C:19]([CH3:20])=[CH:18][C:17]([CH3:21])=[CH:16][C:15]=3[CH3:22])[C:12](=[O:13])[N:6]2[CH2:5][CH2:4]1.C(N(CC)CC)C.[CH3:31][C:32]([CH3:37])([CH3:36])[C:33](Cl)=[O:34], predict the reaction product. The product is: [CH3:1][O:2][N:3]1[CH2:4][CH2:5][N:6]2[C:12](=[O:13])[C:11]([C:14]3[C:15]([CH3:22])=[CH:16][C:17]([CH3:21])=[CH:18][C:19]=3[CH3:20])=[C:10]([O:23][C:33](=[O:34])[C:32]([CH3:37])([CH3:36])[CH3:31])[N:7]2[CH2:8][CH2:9]1. (3) Given the reactants [CH3:1][O:2][C:3]1[N:7]=[C:6]([NH2:8])[S:5][N:4]=1.[C:9](Cl)(=[O:17])[O:10][C:11]1[CH:16]=[CH:15][CH:14]=[CH:13][CH:12]=1.C(N(CC)CC)C.O, predict the reaction product. The product is: [C:11]1([O:10][C:9](=[O:17])[NH:8][C:6]2[S:5][N:4]=[C:3]([O:2][CH3:1])[N:7]=2)[CH:16]=[CH:15][CH:14]=[CH:13][CH:12]=1. (4) The product is: [CH:1]([NH:4][C:5]1[N:10]=[C:9]([NH:11][C:12]2[CH:17]=[CH:16][N:15]=[C:14]([C:18]([F:19])([F:21])[F:20])[CH:13]=2)[N:8]=[C:7]([C:22]2[CH2:27][CH2:26][CH2:25][CH:24]([OH:28])[CH:23]=2)[N:6]=1)([CH3:3])[CH3:2]. Given the reactants [CH:1]([NH:4][C:5]1[N:10]=[C:9]([NH:11][C:12]2[CH:17]=[CH:16][N:15]=[C:14]([C:18]([F:21])([F:20])[F:19])[CH:13]=2)[N:8]=[C:7]([C:22]2[CH2:27][CH2:26][CH2:25][C:24](=[O:28])[CH:23]=2)[N:6]=1)([CH3:3])[CH3:2].[BH4-].[Na+], predict the reaction product.